From a dataset of Forward reaction prediction with 1.9M reactions from USPTO patents (1976-2016). Predict the product of the given reaction. (1) Given the reactants CCO.Cl.C([O:7][C:8]([C:10]1[NH:11][C:12]([CH3:19])=[CH:13][C:14]=1[NH:15][C:16](=[NH:18])[CH3:17])=O)C.[OH-].[Na+].C(O)(=O)CC(CC(O)=O)(C(O)=O)O, predict the reaction product. The product is: [CH3:17][C:16]1[NH:18][C:8](=[O:7])[C:10]2[NH:11][C:12]([CH3:19])=[CH:13][C:14]=2[N:15]=1. (2) Given the reactants C(O[C:6]([NH:8][C@H:9]([C:60]1[CH:65]=[CH:64][CH:63]=[CH:62][CH:61]=1)[C:10]([N:12]1[CH2:16][C@@H:15]([CH2:17][O:18][CH3:19])[CH2:14][C@H:13]1[C:20]1[NH:21][C:22]([C:25]2[CH:30]=[CH:29][C:28]([C:31]3[CH:36]=[CH:35][C:34]([C:37]4[NH:41][C:40]([C@@H:42]5[CH2:46][C@H:45]([S:47][CH3:48])[CH2:44][N:43]5[C:49](=[O:59])[C@@H:50]([NH:54][C:55](=[O:58])[O:56][CH3:57])[CH:51]([CH3:53])[CH3:52])=[N:39][CH:38]=4)=[CH:33][CH:32]=3)=[CH:27][CH:26]=2)=[CH:23][N:24]=1)=[O:11])=[O:7])(C)(C)C.Cl.[CH:67]1(C(O)=O)[CH2:69][CH2:68]1.CCOC(C(C#N)=NOC(N1CCOCC1)=[N+](C)C)=O.F[P-](F)(F)(F)(F)F.CCN(C(C)C)C(C)C, predict the reaction product. The product is: [CH:67]1([C:6]([NH:8][C@H:9]([C:60]2[CH:65]=[CH:64][CH:63]=[CH:62][CH:61]=2)[C:10]([N:12]2[CH2:16][C@@H:15]([CH2:17][O:18][CH3:19])[CH2:14][C@H:13]2[C:20]2[NH:21][C:22]([C:25]3[CH:30]=[CH:29][C:28]([C:31]4[CH:32]=[CH:33][C:34]([C:37]5[NH:41][C:40]([C@@H:42]6[CH2:46][C@H:45]([S:47][CH3:48])[CH2:44][N:43]6[C:49](=[O:59])[C@@H:50]([NH:54][C:55](=[O:58])[O:56][CH3:57])[CH:51]([CH3:53])[CH3:52])=[N:39][CH:38]=5)=[CH:35][CH:36]=4)=[CH:27][CH:26]=3)=[CH:23][N:24]=2)=[O:11])=[O:7])[CH2:69][CH2:68]1. (3) Given the reactants [Cl:1][C:2]1[C:7]([N:8]=[CH:9][N:10]([CH3:12])[CH3:11])=[C:6]([Cl:13])[N:5]=[C:4]([N:14]=CN(C)C)[N:3]=1.Cl.C(Cl)(Cl)Cl.CO.[OH-].[NH4+], predict the reaction product. The product is: [NH2:14][C:4]1[N:3]=[C:2]([Cl:1])[C:7]([N:8]=[CH:9][N:10]([CH3:11])[CH3:12])=[C:6]([Cl:13])[N:5]=1.